Dataset: NCI-60 drug combinations with 297,098 pairs across 59 cell lines. Task: Regression. Given two drug SMILES strings and cell line genomic features, predict the synergy score measuring deviation from expected non-interaction effect. (1) Drug 1: CCC1(CC2CC(C3=C(CCN(C2)C1)C4=CC=CC=C4N3)(C5=C(C=C6C(=C5)C78CCN9C7C(C=CC9)(C(C(C8N6C=O)(C(=O)OC)O)OC(=O)C)CC)OC)C(=O)OC)O.OS(=O)(=O)O. Drug 2: C1=CN(C=N1)CC(O)(P(=O)(O)O)P(=O)(O)O. Cell line: KM12. Synergy scores: CSS=0.620, Synergy_ZIP=-0.811, Synergy_Bliss=-2.99, Synergy_Loewe=-2.25, Synergy_HSA=-4.33. (2) Drug 1: C1C(C(OC1N2C=NC3=C(N=C(N=C32)Cl)N)CO)O. Drug 2: C1C(C(OC1N2C=NC3=C2NC=NCC3O)CO)O. Cell line: UACC62. Synergy scores: CSS=55.4, Synergy_ZIP=-3.33, Synergy_Bliss=-5.28, Synergy_Loewe=-26.2, Synergy_HSA=-5.53. (3) Drug 1: C1=CC(=C2C(=C1NCCNCCO)C(=O)C3=C(C=CC(=C3C2=O)O)O)NCCNCCO. Drug 2: CC1=C2C(C(=O)C3(C(CC4C(C3C(C(C2(C)C)(CC1OC(=O)C(C(C5=CC=CC=C5)NC(=O)C6=CC=CC=C6)O)O)OC(=O)C7=CC=CC=C7)(CO4)OC(=O)C)O)C)OC(=O)C. Cell line: M14. Synergy scores: CSS=36.6, Synergy_ZIP=-0.913, Synergy_Bliss=-0.943, Synergy_Loewe=-5.53, Synergy_HSA=0.958. (4) Drug 1: CC1CCC2CC(C(=CC=CC=CC(CC(C(=O)C(C(C(=CC(C(=O)CC(OC(=O)C3CCCCN3C(=O)C(=O)C1(O2)O)C(C)CC4CCC(C(C4)OC)OCCO)C)C)O)OC)C)C)C)OC. Drug 2: C1=NC2=C(N1)C(=S)N=CN2. Cell line: SK-MEL-5. Synergy scores: CSS=16.3, Synergy_ZIP=-6.90, Synergy_Bliss=-1.90, Synergy_Loewe=-3.42, Synergy_HSA=-2.07. (5) Drug 1: CC1CCC2CC(C(=CC=CC=CC(CC(C(=O)C(C(C(=CC(C(=O)CC(OC(=O)C3CCCCN3C(=O)C(=O)C1(O2)O)C(C)CC4CCC(C(C4)OC)O)C)C)O)OC)C)C)C)OC. Drug 2: C1=CC=C(C(=C1)C(C2=CC=C(C=C2)Cl)C(Cl)Cl)Cl. Cell line: OVCAR-5. Synergy scores: CSS=3.00, Synergy_ZIP=-0.915, Synergy_Bliss=-0.395, Synergy_Loewe=2.18, Synergy_HSA=0.400. (6) Drug 1: CN1C2=C(C=C(C=C2)N(CCCl)CCCl)N=C1CCCC(=O)O.Cl. Drug 2: CN(C(=O)NC(C=O)C(C(C(CO)O)O)O)N=O. Cell line: A549. Synergy scores: CSS=-3.29, Synergy_ZIP=1.42, Synergy_Bliss=0.892, Synergy_Loewe=-3.28, Synergy_HSA=-2.04. (7) Drug 1: C1CC(=O)NC(=O)C1N2CC3=C(C2=O)C=CC=C3N. Drug 2: C(CCl)NC(=O)N(CCCl)N=O. Cell line: OVCAR-4. Synergy scores: CSS=0.307, Synergy_ZIP=0.387, Synergy_Bliss=0.263, Synergy_Loewe=-2.36, Synergy_HSA=-2.22. (8) Drug 1: CC1=C(C(=CC=C1)Cl)NC(=O)C2=CN=C(S2)NC3=CC(=NC(=N3)C)N4CCN(CC4)CCO. Drug 2: C1CN(P(=O)(OC1)NCCCl)CCCl. Cell line: SF-295. Synergy scores: CSS=5.58, Synergy_ZIP=-2.94, Synergy_Bliss=-2.35, Synergy_Loewe=-12.5, Synergy_HSA=-1.65. (9) Drug 1: C1CCC(C1)C(CC#N)N2C=C(C=N2)C3=C4C=CNC4=NC=N3. Drug 2: CC1=C(N=C(N=C1N)C(CC(=O)N)NCC(C(=O)N)N)C(=O)NC(C(C2=CN=CN2)OC3C(C(C(C(O3)CO)O)O)OC4C(C(C(C(O4)CO)O)OC(=O)N)O)C(=O)NC(C)C(C(C)C(=O)NC(C(C)O)C(=O)NCCC5=NC(=CS5)C6=NC(=CS6)C(=O)NCCC[S+](C)C)O. Cell line: RXF 393. Synergy scores: CSS=0.189, Synergy_ZIP=-2.73, Synergy_Bliss=-4.35, Synergy_Loewe=-4.44, Synergy_HSA=-4.10.